Dataset: Ames mutagenicity test results for genotoxicity prediction. Task: Regression/Classification. Given a drug SMILES string, predict its toxicity properties. Task type varies by dataset: regression for continuous values (e.g., LD50, hERG inhibition percentage) or binary classification for toxic/non-toxic outcomes (e.g., AMES mutagenicity, cardiotoxicity, hepatotoxicity). Dataset: ames. The compound is CCN(CC)c1ccc2c(-c3ccccc3C(=O)O)c3ccc(N(CC)CC)cc3[o+]c2c1. The result is 1 (mutagenic).